From a dataset of Catalyst prediction with 721,799 reactions and 888 catalyst types from USPTO. Predict which catalyst facilitates the given reaction. (1) Reactant: Cl[C:2]1[C:11]2[CH:10]=[C:9]3[N:12]=[CH:13][N:14]=[C:8]3[CH2:7][C:6]=2[N:5]=[CH:4][C:3]=1[C:15]#[N:16].[Br:17][C:18]1[CH:19]=[C:20]([CH:22]=[CH:23][CH:24]=1)[NH2:21].Cl.N1C=CC=CC=1.C(=O)(O)[O-].[Na+]. Product: [Br:17][C:18]1[CH:19]=[C:20]([NH:21][C:2]2[C:11]3[CH:10]=[C:9]4[N:12]=[CH:13][N:14]=[C:8]4[CH2:7][C:6]=3[N:5]=[CH:4][C:3]=2[C:15]#[N:16])[CH:22]=[CH:23][CH:24]=1. The catalyst class is: 486. (2) Reactant: [Cl:1][C:2]1[CH:3]=[C:4]([C:8](=[N:10][OH:11])[NH2:9])[CH:5]=[CH:6][CH:7]=1.[Cl:12][CH:13]([CH3:17])[C:14](Cl)=O. Product: [Cl:12][CH:13]([C:17]1[O:11][N:10]=[C:8]([C:4]2[CH:5]=[CH:6][CH:7]=[C:2]([Cl:1])[CH:3]=2)[N:9]=1)[CH3:14]. The catalyst class is: 2. (3) Reactant: [Br:1][C:2]1[CH:3]=[C:4]([C:11]([O:13][CH3:14])=[O:12])[C:5]2[CH:6]=[N:7][NH:8][C:9]=2[CH:10]=1.C(=O)([O-])[O-].[Cs+].[Cs+].Br[CH:22]1[CH2:26][CH2:25][CH2:24][CH2:23]1. Product: [Br:1][C:2]1[CH:3]=[C:4]([C:11]([O:13][CH3:14])=[O:12])[C:5]2[CH:6]=[N:7][N:8]([CH:22]3[CH2:26][CH2:25][CH2:24][CH2:23]3)[C:9]=2[CH:10]=1. The catalyst class is: 10.